Dataset: Forward reaction prediction with 1.9M reactions from USPTO patents (1976-2016). Task: Predict the product of the given reaction. (1) Given the reactants [OH:1][CH:2]1[CH2:6][CH2:5][NH:4][CH2:3]1.[F:7][C:8]1[CH:13]=[CH:12][C:11](O)=[CH:10][CH:9]=1, predict the reaction product. The product is: [F:7][C:8]1[CH:13]=[CH:12][C:11]([O:1][C@@H:2]2[CH2:6][CH2:5][NH:4][CH2:3]2)=[CH:10][CH:9]=1. (2) Given the reactants [CH3:1][O:2][C:3]([C:5]1[C:6]([OH:31])=[C:7]2[C:12](=[CH:13][N:14]=1)[N:11]([CH2:15][C:16]1[CH:21]=[CH:20][CH:19]=[CH:18][CH:17]=1)[C:10](=[O:22])[C:9]([C:23]1[CH:28]=[CH:27][C:26]([O:29][CH3:30])=[CH:25][CH:24]=1)=[CH:8]2)=[O:4].[Br:32]N1C(=O)CCC1=O, predict the reaction product. The product is: [CH3:1][O:2][C:3]([C:5]1[C:6]([OH:31])=[C:7]2[C:12](=[C:13]([Br:32])[N:14]=1)[N:11]([CH2:15][C:16]1[CH:21]=[CH:20][CH:19]=[CH:18][CH:17]=1)[C:10](=[O:22])[C:9]([C:23]1[CH:24]=[CH:25][C:26]([O:29][CH3:30])=[CH:27][CH:28]=1)=[CH:8]2)=[O:4].